This data is from Catalyst prediction with 721,799 reactions and 888 catalyst types from USPTO. The task is: Predict which catalyst facilitates the given reaction. (1) Reactant: [CH3:1][C:2]1[O:6][C:5]([CH:7]=[O:8])=[CH:4][C:3]=1B1OC(C)(C)C(C)(C)O1.[Br:18][C:19]1[CH:20]=[C:21]([CH:24]=[CH:25][CH:26]=1)[CH2:22]Br.C([O-])([O-])=O.[Na+].[Na+]. Product: [Br:18][C:19]1[CH:20]=[C:21]([CH:24]=[CH:25][CH:26]=1)[CH2:22][C:3]1[CH:4]=[C:5]([CH:7]=[O:8])[O:6][C:2]=1[CH3:1]. The catalyst class is: 70. (2) Reactant: C(Cl)CCl.[C:5]([C:8]1[CH:13]=[CH:12][C:11]([C:14]([F:17])([F:16])[F:15])=[CH:10][C:9]=1[N:18]1[CH2:23][CH2:22][CH:21]([CH2:24][C:25](O)=[O:26])[CH2:20][CH2:19]1)(=[O:7])[NH2:6].[F:28][C:29]([F:45])([F:44])[C:30]1[CH:31]=[C:32]([S:40]([NH2:43])(=[O:42])=[O:41])[CH:33]=[C:34]([C:36]([F:39])([F:38])[F:37])[CH:35]=1.CCN(C(C)C)C(C)C. Product: [F:39][C:36]([F:37])([F:38])[C:34]1[CH:33]=[C:32]([S:40]([NH:43][C:25](=[O:26])[CH2:24][CH:21]2[CH2:20][CH2:19][N:18]([C:9]3[CH:10]=[C:11]([C:14]([F:15])([F:17])[F:16])[CH:12]=[CH:13][C:8]=3[C:5]([NH2:6])=[O:7])[CH2:23][CH2:22]2)(=[O:42])=[O:41])[CH:31]=[C:30]([C:29]([F:45])([F:28])[F:44])[CH:35]=1. The catalyst class is: 241. (3) Reactant: [CH:1]1[C:2]([CH2:10][C@@H:11]([NH2:28])[CH2:12][C:13]([N:15]2[CH2:27][C:19]3=[N:20][N:21]=[C:22]([C:23]([F:26])([F:25])[F:24])[N:18]3[CH2:17][CH2:16]2)=[O:14])=[C:3]([F:9])[CH:4]=[C:5]([F:8])[C:6]=1[F:7].C([O-])(=O)C(C)O. Product: [CH:1]1[C:2]([CH2:10][C@@H:11]([NH2:28])[CH2:12][C:13]([N:15]2[CH2:27][C:19]3=[N:20][N:21]=[C:22]([C:23]([F:26])([F:25])[F:24])[N:18]3[CH2:17][CH2:16]2)=[O:14])=[C:3]([F:9])[CH:4]=[C:5]([F:8])[C:6]=1[F:7]. The catalyst class is: 282. (4) Reactant: Cl[C:2]1[N:7]=[C:6]([NH2:8])[N:5]=[C:4]([NH:9][C:10]([CH3:13])([CH3:12])[CH3:11])[CH:3]=1.[C:14]([C:16]1[CH:21]=[CH:20][C:19](B(O)O)=[CH:18][C:17]=1[F:25])#[N:15].C([O-])(O)=O.[Na+]. Product: [NH2:8][C:6]1[N:7]=[C:2]([C:19]2[CH:20]=[CH:21][C:16]([C:14]#[N:15])=[C:17]([F:25])[CH:18]=2)[CH:3]=[C:4]([NH:9][C:10]([CH3:13])([CH3:12])[CH3:11])[N:5]=1. The catalyst class is: 77. (5) Reactant: [NH2:1][C:2]1[CH:3]=[CH:4][C:5]([O:24][CH2:25][CH2:26][CH3:27])=[C:6]([C:8]2[NH:13][C:12](=[O:14])[C:11]3=[C:15]([CH3:23])[N:16]=[C:17]([CH:18]4[CH2:22][CH2:21][CH2:20][CH2:19]4)[N:10]3[N:9]=2)[CH:7]=1.[CH2:28]([S:31](Cl)(=[O:33])=[O:32])[CH2:29][CH3:30].C(N(CC)CC)C. Product: [CH2:25]([O:24][C:5]1[CH:4]=[CH:3][C:2]([NH:1][S:31]([CH2:28][CH2:29][CH3:30])(=[O:33])=[O:32])=[CH:7][C:6]=1[C:8]1[NH:13][C:12](=[O:14])[C:11]2=[C:15]([CH3:23])[N:16]=[C:17]([CH:18]3[CH2:22][CH2:21][CH2:20][CH2:19]3)[N:10]2[N:9]=1)[CH2:26][CH3:27]. The catalyst class is: 7. (6) Reactant: [CH:1]1([CH:7]([NH:22][CH2:23][C:24]2[C:29]([N+:30]([O-])=O)=[CH:28][N:27]=[C:26]([O:33][C:34]3[CH:39]=[CH:38][CH:37]=[CH:36][CH:35]=3)[CH:25]=2)[CH2:8][CH2:9][C:10]([N:12]([CH:16]2[CH2:21][CH2:20][CH2:19][CH2:18][CH2:17]2)[CH2:13][CH2:14][OH:15])=[O:11])[CH2:6][CH2:5][CH2:4][CH2:3][CH2:2]1. Product: [NH2:30][C:29]1[C:24]([CH2:23][NH:22][CH:7]([CH:1]2[CH2:6][CH2:5][CH2:4][CH2:3][CH2:2]2)[CH2:8][CH2:9][C:10]([N:12]([CH:16]2[CH2:17][CH2:18][CH2:19][CH2:20][CH2:21]2)[CH2:13][CH2:14][OH:15])=[O:11])=[CH:25][C:26]([O:33][C:34]2[CH:35]=[CH:36][CH:37]=[CH:38][CH:39]=2)=[N:27][CH:28]=1. The catalyst class is: 19. (7) Reactant: [CH3:1][O:2][C:3]1[CH:4]=[C:5]([C:11](Cl)=[O:12])[CH:6]=[C:7]([O:9][CH3:10])[CH:8]=1.[CH3:14][O:15][C:16]1[CH:17]=[C:18]([C:24]([N:26]=[C:27]=[S:28])=[O:25])[CH:19]=[CH:20][C:21]=1[O:22][CH3:23].[CH3:29][O:30][C:31]1[CH:32]=[C:33]2[C:38](=[CH:39][C:40]=1[O:41][CH3:42])[N:37]=[CH:36][CH:35]=[C:34]2[O:43][C:44]1[CH:50]=[CH:49][C:47]([NH2:48])=[CH:46][CH:45]=1.C1(C)C=CC=CC=1. Product: [CH3:1][O:2][C:3]1[CH:4]=[C:5]([C:11]([N:26]=[C:27]=[S:28])=[O:12])[CH:6]=[C:7]([O:9][CH3:10])[CH:8]=1.[CH3:14][O:15][C:16]1[CH:17]=[C:18]([CH:19]=[CH:20][C:21]=1[O:22][CH3:23])[C:24]([NH:26][C:27]([NH:48][C:47]1[CH:49]=[CH:50][C:44]([O:43][C:34]2[C:33]3[C:38](=[CH:39][C:40]([O:41][CH3:42])=[C:31]([O:30][CH3:29])[CH:32]=3)[N:37]=[CH:36][CH:35]=2)=[CH:45][CH:46]=1)=[S:28])=[O:25]. The catalyst class is: 8. (8) Reactant: C(OC([NH:8][C@H:9]1[CH2:14][C@@H:13]([CH3:15])[CH2:12][N:11]([C:16]2[CH:21]=[CH:20][N:19]=[CH:18][C:17]=2[NH:22][C:23]([C:25]2[C:34]([NH:35]C(=O)OCC3C=CC=CC=3)=[CH:33][C:32]3[C:27](=[CH:28][C:29]([N:46]4[CH2:51][CH2:50][CH2:49][CH2:48][C:47]4=[O:52])=[CH:30][CH:31]=3)[N:26]=2)=[O:24])[CH2:10]1)=O)(C)(C)C. Product: [NH2:35][C:34]1[C:25]([C:23]([NH:22][C:17]2[CH:18]=[N:19][CH:20]=[CH:21][C:16]=2[N:11]2[CH2:12][C@H:13]([CH3:15])[CH2:14][C@H:9]([NH2:8])[CH2:10]2)=[O:24])=[N:26][C:27]2[C:32]([CH:33]=1)=[CH:31][CH:30]=[C:29]([N:46]1[CH2:51][CH2:50][CH2:49][CH2:48][C:47]1=[O:52])[CH:28]=2. The catalyst class is: 844.